Task: Predict the product of the given reaction.. Dataset: Forward reaction prediction with 1.9M reactions from USPTO patents (1976-2016) (1) Given the reactants [CH3:1][O:2][C:3]([C:5]1[C:6](=[O:17])[S:7][C:8]2[C:13]([C:14]=1[OH:15])=[CH:12][CH:11]=[C:10](Br)[CH:9]=2)=[O:4].[CH:18]1[C:27]2[C:22](=[CH:23][CH:24]=[CH:25][CH:26]=2)[CH:21]=[CH:20][C:19]=1B(O)O.C([O-])([O-])=O.[Na+].[Na+], predict the reaction product. The product is: [CH3:1][O:2][C:3]([C:5]1[C:6](=[O:17])[S:7][C:8]2[C:13]([C:14]=1[OH:15])=[CH:12][CH:11]=[C:10]([C:20]1[CH:19]=[CH:18][C:27]3[C:22](=[CH:23][CH:24]=[CH:25][CH:26]=3)[CH:21]=1)[CH:9]=2)=[O:4]. (2) The product is: [NH2:1][C@:2]([C:18]1[CH:23]=[CH:22][C:21]([Cl:24])=[CH:20][N:19]=1)([C:7]1[CH:12]=[C:11]([C:13]([F:15])([F:16])[F:14])[CH:10]=[C:9]([F:17])[CH:8]=1)[CH2:3][C:4]([NH2:27])=[O:5]. Given the reactants [NH2:1][C@:2]([C:18]1[CH:23]=[CH:22][C:21]([Cl:24])=[CH:20][N:19]=1)([C:7]1[CH:12]=[C:11]([C:13]([F:16])([F:15])[F:14])[CH:10]=[C:9]([F:17])[CH:8]=1)[CH2:3][C:4](O)=[O:5].CC[N:27]=C=NCCCN(C)C.C1C=CC2N(O)N=NC=2C=1.[NH4+].[Cl-], predict the reaction product. (3) Given the reactants [CH:1]1[C:14]2[C:15]3=[C:16]4[C:11](=[CH:12][CH:13]=2)[CH:10]=[CH:9][CH:8]=[C:7]4[CH:6]=[CH:5][C:4]3=[CH:3][CH:2]=1.C1C(=O)N([Br:24])C(=O)C1, predict the reaction product. The product is: [Br:24][C:8]1[C:7]2[C:16]3=[C:15]4[C:4](=[CH:5][CH:6]=2)[CH:3]=[CH:2][CH:1]=[C:14]4[CH:13]=[CH:12][C:11]3=[CH:10][CH:9]=1. (4) Given the reactants [N:1]([C@H:4]([C:15]1[N:16]=[C:17]([C:20]2[CH:25]=[CH:24][CH:23]=[CH:22][CH:21]=2)[S:18][CH:19]=1)[CH2:5][C:6]1[CH:11]=[CH:10][C:9]([N+:12]([O-:14])=[O:13])=[CH:8][CH:7]=1)=[C:2]=[S:3].[C:26]([NH:29][NH2:30])(=O)[CH3:27], predict the reaction product. The product is: [CH3:27][C:26]1[S:3][C:2]([NH:1][C@H:4]([C:15]2[N:16]=[C:17]([C:20]3[CH:21]=[CH:22][CH:23]=[CH:24][CH:25]=3)[S:18][CH:19]=2)[CH2:5][C:6]2[CH:11]=[CH:10][C:9]([N+:12]([O-:14])=[O:13])=[CH:8][CH:7]=2)=[N:30][N:29]=1. (5) Given the reactants [O:1]=[C:2]1[C:10]2[C:5](=[CH:6][C:7]([CH2:11][CH2:12][N:13]3[CH2:18][CH2:17][CH:16]([C:19]([O:21]C(C)(C)C)=[O:20])[CH2:15][CH2:14]3)=[CH:8][CH:9]=2)[CH2:4][O:3]1.Cl, predict the reaction product. The product is: [O:1]=[C:2]1[C:10]2[C:5](=[CH:6][C:7]([CH2:11][CH2:12][N:13]3[CH2:18][CH2:17][CH:16]([C:19]([OH:21])=[O:20])[CH2:15][CH2:14]3)=[CH:8][CH:9]=2)[CH2:4][O:3]1.